Dataset: Forward reaction prediction with 1.9M reactions from USPTO patents (1976-2016). Task: Predict the product of the given reaction. (1) The product is: [CH2:23]([O:18][CH2:17][C@@:10]12[C:9](=[O:19])[O:8][C@H:7]([C@H:5]3[CH2:4][O:3][C:2]([CH3:20])([CH3:1])[O:6]3)[C@@H:11]1[O:12][C:13]([CH3:15])([CH3:16])[O:14]2)[C:24]1[CH:29]=[CH:28][CH:27]=[CH:26][CH:25]=1. Given the reactants [CH3:1][C:2]1([CH3:20])[O:6][C@@H:5]([C@@H:7]2[C@@H:11]3[O:12][C:13]([CH3:16])([CH3:15])[O:14][C@:10]3([CH2:17][OH:18])[C:9](=[O:19])[O:8]2)[CH2:4][O:3]1.[H-].[Na+].[CH2:23](Br)[C:24]1[CH:29]=[CH:28][CH:27]=[CH:26][CH:25]=1, predict the reaction product. (2) Given the reactants [C:1]1([S:7]([CH2:10][C:11]2[CH:16]=[CH:15][CH:14]=[C:13]([N:17]3[CH2:22][CH2:21][N:20]([CH3:23])[CH2:19][CH2:18]3)[C:12]=2[NH2:24])(=[O:9])=[O:8])[CH:6]=[CH:5][CH:4]=[CH:3][CH:2]=1.[C:25]1(C)C=CC(S(O)(=O)=O)=CC=1.[OH-].[K+].[Cl-].[NH4+], predict the reaction product. The product is: [C:1]1([S:7]([C:10]2[C:11]3[C:12](=[C:13]([N:17]4[CH2:22][CH2:21][N:20]([CH3:23])[CH2:19][CH2:18]4)[CH:14]=[CH:15][CH:16]=3)[NH:24][CH:25]=2)(=[O:8])=[O:9])[CH:2]=[CH:3][CH:4]=[CH:5][CH:6]=1.